Predict the reaction yield, written as a fraction of the theoretical maximum amount of product (1.0 means a 100% yield; for example, 0.34 means a 34% yield). From a dataset of Reaction yield outcomes from USPTO patents with 853,638 reactions. (1) The reactants are [CH3:1][C:2]1[CH:6]=[C:5]([NH2:7])[NH:4][N:3]=1.CC1C=CC(S(O)(=O)=O)=CC=1.[Br:19][CH:20]([CH:23]=O)[CH:21]=O. The catalyst is CCO. The product is [Br:19][C:20]1[CH:21]=[N:7][C:5]2[N:4]([N:3]=[C:2]([CH3:1])[CH:6]=2)[CH:23]=1. The yield is 0.300. (2) The reactants are FC1C=C2C(C(I)=CN2S(C2C=CC=CC=2)(=O)=O)=CC=1.[F:21][C:22]1[CH:30]=[C:29]2[C:25]([C:26]([C:40]3[CH:59]=[CH:58][C:43]4[N:44]=[C:45]([CH2:47][CH:48]5[CH2:53][CH2:52][N:51]([S:54]([CH3:57])(=[O:56])=[O:55])[CH2:50][CH2:49]5)[O:46][C:42]=4[CH:41]=3)=[CH:27][N:28]2S(C2C=CC=CC=2)(=O)=O)=[CH:24][CH:23]=1. No catalyst specified. The product is [F:21][C:22]1[CH:30]=[C:29]2[C:25]([C:26]([C:40]3[CH:59]=[CH:58][C:43]4[N:44]=[C:45]([CH2:47][CH:48]5[CH2:49][CH2:50][N:51]([S:54]([CH3:57])(=[O:55])=[O:56])[CH2:52][CH2:53]5)[O:46][C:42]=4[CH:41]=3)=[CH:27][NH:28]2)=[CH:24][CH:23]=1. The yield is 0.240. (3) The reactants are [NH2:1][C:2]1[CH:6]=[C:5]([C:7]2[CH:12]=[CH:11][CH:10]=[CH:9][CH:8]=2)[S:4][C:3]=1C(OC)=O.[OH-].[Na+].Cl.C(=O)=O. The catalyst is CCO. The product is [NH2:1][C:2]1[CH:6]=[C:5]([C:7]2[CH:12]=[CH:11][CH:10]=[CH:9][CH:8]=2)[S:4][CH:3]=1. The yield is 0.950. (4) The reactants are [ClH:1].Cl.Cl.[C:4]([C:7]1[CH:8]=[C:9](/[CH:13]=[CH:14]/[CH2:15][N:16]([CH2:30][C:31]([O:33][CH2:34][CH3:35])=[O:32])[C:17]2[CH:22]=[CH:21][C:20]([O:23][CH:24]3[CH2:29][CH2:28][NH:27][CH2:26][CH2:25]3)=[CH:19][CH:18]=2)[CH:10]=[CH:11][CH:12]=1)(=[NH:6])[NH2:5].Cl.[C:37](=[NH:42])(OCC)[CH3:38].C(N(CC)CC)C.Cl. The catalyst is CO.O1CCOCC1. The product is [ClH:1].[ClH:1].[ClH:1].[C:37]([N:27]1[CH2:28][CH2:29][CH:24]([O:23][C:20]2[CH:21]=[CH:22][C:17]([N:16]([CH2:30][C:31]([O:33][CH2:34][CH3:35])=[O:32])[CH2:15]/[CH:14]=[CH:13]/[C:9]3[CH:10]=[CH:11][CH:12]=[C:7]([C:4](=[NH:5])[NH2:6])[CH:8]=3)=[CH:18][CH:19]=2)[CH2:25][CH2:26]1)(=[NH:42])[CH3:38]. The yield is 0.810. (5) The reactants are [C:1](OC(=O)C)(=[O:3])[CH3:2].[OH:8][C:9]1[CH:14]=[CH:13][C:12]([C:15]2[CH:20]=[CH:19][CH:18]=[CH:17][CH:16]=2)=[CH:11][C:10]=1[CH2:21][CH3:22].N1C=CC=CC=1. The catalyst is C(Cl)(Cl)Cl. The product is [C:1]([O:8][C:9]1[CH:14]=[CH:13][C:12]([C:15]2[CH:20]=[CH:19][CH:18]=[CH:17][CH:16]=2)=[CH:11][C:10]=1[CH2:21][CH3:22])(=[O:3])[CH3:2]. The yield is 0.900. (6) The reactants are C([O:3][C:4](=[O:33])[CH2:5][N:6]1[C:14]2[C:9](=[CH:10][C:11]([F:15])=[CH:12][CH:13]=2)[C:8]([CH2:16][C:17]2[C:18]([S:23]([C:26]3[CH:31]=[CH:30][CH:29]=[CH:28][CH:27]=3)(=[O:25])=[O:24])=[N:19][CH:20]=[CH:21][CH:22]=2)=[C:7]1[CH3:32])C.[OH-].[K+]. The catalyst is C1COCC1.O. The product is [C:26]1([S:23]([C:18]2[C:17]([CH2:16][C:8]3[C:9]4[C:14](=[CH:13][CH:12]=[C:11]([F:15])[CH:10]=4)[N:6]([CH2:5][C:4]([OH:33])=[O:3])[C:7]=3[CH3:32])=[CH:22][CH:21]=[CH:20][N:19]=2)(=[O:25])=[O:24])[CH:31]=[CH:30][CH:29]=[CH:28][CH:27]=1. The yield is 1.00.